This data is from Forward reaction prediction with 1.9M reactions from USPTO patents (1976-2016). The task is: Predict the product of the given reaction. (1) Given the reactants [Cl:1][C:2]1[CH:3]=[N:4][C:5]2[N:6]([N:8]=[C:9]([C:11]([OH:13])=O)[CH:10]=2)[CH:7]=1.[CH2:14]([O:16][C:17]([C:19]1[N:20]=[C:21]2[CH:26]([CH3:27])[NH:25][CH2:24][CH2:23][N:22]2[CH:28]=1)=[O:18])[CH3:15], predict the reaction product. The product is: [CH2:14]([O:16][C:17]([C:19]1[N:20]=[C:21]2[CH:26]([CH3:27])[N:25]([C:11]([C:9]3[CH:10]=[C:5]4[N:4]=[CH:3][C:2]([Cl:1])=[CH:7][N:6]4[N:8]=3)=[O:13])[CH2:24][CH2:23][N:22]2[CH:28]=1)=[O:18])[CH3:15]. (2) Given the reactants Cl.C1COCC1.CC1(C)[O:32][CH2:31][C:11]2([CH2:14][C:13]([C:20]3[N:24]4[CH2:25][CH2:26][CH2:27][CH2:28][CH2:29][CH2:30][C:23]4=[N:22][N:21]=3)([C:15]3[S:16][CH:17]=[CH:18][CH:19]=3)[CH2:12]2)[CH2:10][O:9]1.C(=O)([O-])O.[Na+], predict the reaction product. The product is: [N:22]1[N:21]=[C:20]([C:13]2([C:15]3[S:16][CH:17]=[CH:18][CH:19]=3)[CH2:12][C:11]([CH2:31][OH:32])([CH2:10][OH:9])[CH2:14]2)[N:24]2[CH2:25][CH2:26][CH2:27][CH2:28][CH2:29][CH2:30][C:23]=12. (3) Given the reactants C(P(C12CC3CC(CC(C3)C1)C2)C12CC3CC(CC(C3)C1)C2)CCC.Br[C:27]1[N:32]=[C:31]([NH:33][C:34]2[CH:39]=[C:38]([C:40]([F:43])([F:42])[F:41])[CH:37]=[CH:36][N:35]=2)[CH:30]=[C:29]([CH3:44])[CH:28]=1.[S:45]1[CH:49]=[CH:48][N:47]=[CH:46]1.C(=O)([O-])[O-].[K+].[K+].C(O)(=O)C(C)(C)C, predict the reaction product. The product is: [CH3:44][C:29]1[CH:28]=[C:27]([C:49]2[S:45][CH:46]=[N:47][CH:48]=2)[N:32]=[C:31]([NH:33][C:34]2[CH:39]=[C:38]([C:40]([F:43])([F:42])[F:41])[CH:37]=[CH:36][N:35]=2)[CH:30]=1. (4) Given the reactants [CH3:1][C:2]1([CH3:37])[CH2:7][N:6]([S:8]([C:11]2[C:16]([CH3:17])=[CH:15][C:14]([CH3:18])=[CH:13][C:12]=2[CH3:19])(=[O:10])=[O:9])[CH:5]([CH2:20][C:21]([NH:23][C@H:24]2[C:33]3[C:28](=[CH:29][C:30]([CH2:34][OH:35])=[CH:31][CH:32]=3)[CH2:27][CH2:26][CH2:25]2)=[O:22])[C:4](=[O:36])[NH:3]1, predict the reaction product. The product is: [CH3:1][C:2]1([CH3:37])[CH2:7][N:6]([S:8]([C:11]2[C:16]([CH3:17])=[CH:15][C:14]([CH3:18])=[CH:13][C:12]=2[CH3:19])(=[O:10])=[O:9])[CH:5]([CH2:20][C:21]([NH:23][C@H:24]2[C:33]3[C:28](=[CH:29][C:30]([CH:34]=[O:35])=[CH:31][CH:32]=3)[CH2:27][CH2:26][CH2:25]2)=[O:22])[C:4](=[O:36])[NH:3]1. (5) Given the reactants [CH:1]([N:4]=[C:5]=[O:6])([CH3:3])[CH3:2].Cl.Cl.[NH2:9][C:10]1[C:19]2[N:20]=[C:21]([CH2:28][O:29][CH2:30][CH3:31])[N:22]([CH2:23][CH2:24][CH2:25][CH2:26][NH2:27])[C:18]=2[C:17]2[CH:16]=[CH:15][C:14]([O:32][CH2:33][CH2:34][CH2:35][N:36]3[CH2:40][CH2:39][CH2:38][C:37]3=[O:41])=[CH:13][C:12]=2[N:11]=1.C(N(CC)CC)C, predict the reaction product. The product is: [NH2:9][C:10]1[C:19]2[N:20]=[C:21]([CH2:28][O:29][CH2:30][CH3:31])[N:22]([CH2:23][CH2:24][CH2:25][CH2:26][NH:27][C:5]([NH:4][CH:1]([CH3:3])[CH3:2])=[O:6])[C:18]=2[C:17]2[CH:16]=[CH:15][C:14]([O:32][CH2:33][CH2:34][CH2:35][N:36]3[CH2:40][CH2:39][CH2:38][C:37]3=[O:41])=[CH:13][C:12]=2[N:11]=1. (6) Given the reactants [CH:1]1([C:4]2[N:8]([C:9]([O:11][C:12]([CH3:15])([CH3:14])[CH3:13])=[O:10])[C:7]3[CH:16]=[C:17]([C:30]4[C:31]([CH3:36])=[N:32][O:33][C:34]=4[CH3:35])[CH:18]=[C:19]([CH:20]([CH:22]4[CH2:26][C:25]([CH3:28])([CH3:27])[O:24][C:23]4=[O:29])[OH:21])[C:6]=3[N:5]=2)[CH2:3][CH2:2]1.CC(C[AlH]CC(C)C)C, predict the reaction product. The product is: [CH:1]1([C:4]2[N:8]([C:9]([O:11][C:12]([CH3:13])([CH3:15])[CH3:14])=[O:10])[C:7]3[CH:16]=[C:17]([C:30]4[C:31]([CH3:36])=[N:32][O:33][C:34]=4[CH3:35])[CH:18]=[C:19]([CH:20]([OH:21])[CH:22]4[CH2:26][C:25]([CH3:28])([CH3:27])[O:24][CH:23]4[OH:29])[C:6]=3[N:5]=2)[CH2:3][CH2:2]1. (7) Given the reactants [CH3:1][NH2:2].[CH3:3][CH2:4][NH:5][C:6]([C@H:8]1[O:12][C@@H:11]([N:13]2[C:17]3[N:18]=[C:19]([C:23]#[C:24][CH2:25][CH:26]4[CH2:31][CH2:30][CH:29]([C:32]([O:34]C)=O)[CH2:28][CH2:27]4)[N:20]=[C:21]([NH2:22])[C:16]=3[N:15]=[CH:14]2)[C@H:10]([OH:36])[C@@H:9]1[OH:37])=[O:7], predict the reaction product. The product is: [CH2:4]([NH:5][C:6]([CH:8]1[CH:9]([OH:37])[CH:10]([OH:36])[CH:11]([N:13]2[CH:14]=[N:15][C:16]3[C:17]2=[N:18][C:19]([C:23]#[C:24][CH2:25][CH:26]2[CH2:31][CH2:30][CH:29]([C:32](=[O:34])[NH:2][CH3:1])[CH2:28][CH2:27]2)=[N:20][C:21]=3[NH2:22])[O:12]1)=[O:7])[CH3:3]. (8) Given the reactants [CH2:1]([C:3]1[N:4]([C:28]2[CH:33]=[CH:32][C:31]([OH:34])=[CH:30][CH:29]=2)[C:5](=[O:27])[C:6]([CH2:12][C:13]2[CH:18]=[CH:17][C:16]([C:19]3[C:20]([C:25]#[N:26])=[CH:21][CH:22]=[CH:23][CH:24]=3)=[CH:15][CH:14]=2)=[C:7]([CH2:9][CH2:10][CH3:11])[N:8]=1)[CH3:2].[CH3:35][C:36]1([CH3:39])[CH2:38][O:37]1.C(=O)([O-])[O-].[Cs+].[Cs+], predict the reaction product. The product is: [CH2:1]([C:3]1[N:4]([C:28]2[CH:33]=[CH:32][C:31]([O:34][CH2:35][C:36]([OH:37])([CH3:39])[CH3:38])=[CH:30][CH:29]=2)[C:5](=[O:27])[C:6]([CH2:12][C:13]2[CH:18]=[CH:17][C:16]([C:19]3[C:20]([C:25]#[N:26])=[CH:21][CH:22]=[CH:23][CH:24]=3)=[CH:15][CH:14]=2)=[C:7]([CH2:9][CH2:10][CH3:11])[N:8]=1)[CH3:2]. (9) Given the reactants [F:1][C:2]1[CH:3]=[C:4]([N:8]2[CH:12]=[N:11][CH:10]=[N:9]2)[CH:5]=[CH:6][CH:7]=1.[CH2:13]=[O:14], predict the reaction product. The product is: [F:1][C:2]1[CH:3]=[C:4]([N:8]2[C:12]([CH2:13][OH:14])=[N:11][CH:10]=[N:9]2)[CH:5]=[CH:6][CH:7]=1. (10) Given the reactants [C:1]1([Mg]Br)[CH:6]=[CH:5][CH:4]=[CH:3][CH:2]=1.[C:9]1(=O)[C:17]2[C:12](=[CH:13][CH:14]=[CH:15][CH:16]=2)[CH2:11][CH2:10]1.Cl, predict the reaction product. The product is: [C:1]1([CH:9]2[C:17]3[C:12](=[CH:13][CH:14]=[CH:15][CH:16]=3)[CH:11]=[CH:10]2)[CH:6]=[CH:5][CH:4]=[CH:3][CH:2]=1.